This data is from Catalyst prediction with 721,799 reactions and 888 catalyst types from USPTO. The task is: Predict which catalyst facilitates the given reaction. (1) Reactant: P(C(C)(C)C)(C(C)(C)C)C(C)(C)C.Br[C:15]1[CH:16]=[C:17]2[C:21](=[CH:22][CH:23]=1)[N:20]([CH:24]1[CH2:28][CH2:27][N:26]([CH3:29])[CH2:25]1)[CH2:19][CH2:18]2.[Li+].C[Si]([N-:35][Si](C)(C)C)(C)C.Cl.[OH-].[Na+]. Product: [CH3:29][N:26]1[CH2:27][CH2:28][CH:24]([N:20]2[C:21]3[C:17](=[CH:16][C:15]([NH2:35])=[CH:23][CH:22]=3)[CH2:18][CH2:19]2)[CH2:25]1. The catalyst class is: 443. (2) Reactant: [CH2:1]([NH:3][C:4]1[C:9]([CH:10]=O)=[CH:8][N:7]=[C:6]([S:12][CH3:13])[N:5]=1)[CH3:2].CO[C:16]1[CH:17]=[C:18]([CH2:24][C:25]#[N:26])[CH:19]=[C:20]([O:22][CH3:23])[CH:21]=1.[C:27]([O-:30])([O-])=O.[K+].[K+]. Product: [CH3:23][O:22][C:20]1[CH:19]=[C:18]([C:24]2[C:25](=[NH:26])[N:3]([CH2:1][CH3:2])[C:4]3[N:5]=[C:6]([S:12][CH3:13])[N:7]=[CH:8][C:9]=3[CH:10]=2)[CH:17]=[C:16]([O:30][CH3:27])[CH:21]=1. The catalyst class is: 3. (3) Reactant: [Cl:1][C:2]1[N:7]=[C:6]([C:8]([O:10][CH3:11])=[O:9])[CH:5]=[CH:4][C:3]=1[CH3:12].C(OOC(=O)C1C=CC=CC=1)(=O)C1C=CC=CC=1.C1C(=O)N([Br:38])C(=O)C1. Product: [Br:38][CH2:12][C:3]1[CH:4]=[CH:5][C:6]([C:8]([O:10][CH3:11])=[O:9])=[N:7][C:2]=1[Cl:1]. The catalyst class is: 53. (4) Reactant: Br[C:2]1[C:3]2[N:4]([CH:9]=[CH:10][N:11]=2)[N:5]=[C:6]([Cl:8])[CH:7]=1.[CH3:12][O:13][C:14]1[CH:27]=[CH:26][C:17]([CH2:18][NH:19][C:20]2[CH:25]=[CH:24][CH:23]=[CH:22][CH:21]=2)=[CH:16][CH:15]=1.[Li+].C[Si]([N-][Si](C)(C)C)(C)C. Product: [Cl:8][C:6]1[CH:7]=[C:2]([N:19]([CH2:18][C:17]2[CH:16]=[CH:15][C:14]([O:13][CH3:12])=[CH:27][CH:26]=2)[C:20]2[CH:25]=[CH:24][CH:23]=[CH:22][CH:21]=2)[C:3]2[N:4]([CH:9]=[CH:10][N:11]=2)[N:5]=1. The catalyst class is: 1. (5) Reactant: I[C:2]1[CH:7]=[CH:6][N:5]=[CH:4][C:3]=1[N:8]([CH3:25])[C:9](=[O:24])[C:10]1[CH:15]=[C:14]([C:16]([F:19])([F:18])[F:17])[CH:13]=[C:12]([C:20]([F:23])([F:22])[F:21])[CH:11]=1.[F:26][C:27]([F:40])([F:39])[CH2:28][O:29][C:30]1[C:35](B(O)O)=[CH:34][CH:33]=[CH:32][N:31]=1. Product: [CH3:25][N:8]([C:3]1[CH:4]=[N:5][CH:6]=[CH:7][C:2]=1[C:35]1[C:30]([O:29][CH2:28][C:27]([F:39])([F:26])[F:40])=[N:31][CH:32]=[CH:33][CH:34]=1)[C:9](=[O:24])[C:10]1[CH:15]=[C:14]([C:16]([F:19])([F:18])[F:17])[CH:13]=[C:12]([C:20]([F:23])([F:22])[F:21])[CH:11]=1. The catalyst class is: 243. (6) Reactant: [N:1]1[CH:6]=[CH:5][C:4]([C:7]2[N:8]=[C:9]([OH:20])[C:10]3[C:15]4[CH2:16][CH2:17][CH2:18][CH2:19][C:14]=4[S:13][C:11]=3[N:12]=2)=[CH:3][CH:2]=1.[CH:21]([C:24]1[CH:29]=[C:28]([CH:30]([CH3:32])[CH3:31])[CH:27]=[C:26]([CH:33]([CH3:35])[CH3:34])[C:25]=1[S:36](Cl)(=[O:38])=[O:37])([CH3:23])[CH3:22].CCN(CC)CC. Product: [N:1]1[CH:2]=[CH:3][C:4]([C:7]2[N:8]=[C:9]([O:20][S:36]([C:25]3[C:26]([CH:33]([CH3:34])[CH3:35])=[CH:27][C:28]([CH:30]([CH3:32])[CH3:31])=[CH:29][C:24]=3[CH:21]([CH3:23])[CH3:22])(=[O:38])=[O:37])[C:10]3[C:15]4[CH2:16][CH2:17][CH2:18][CH2:19][C:14]=4[S:13][C:11]=3[N:12]=2)=[CH:5][CH:6]=1. The catalyst class is: 808. (7) The catalyst class is: 1. Product: [C:8]([C:5]1[CH:6]=[CH:7][C:2]([NH:1][S:26]([C:23]2[CH:22]=[CH:21][C:20]([O:19][C:18]([F:17])([F:30])[F:31])=[CH:25][CH:24]=2)(=[O:28])=[O:27])=[CH:3][CH:4]=1)(=[O:10])[CH3:9]. Reactant: [NH2:1][C:2]1[CH:7]=[CH:6][C:5]([C:8](=[O:10])[CH3:9])=[CH:4][CH:3]=1.N1C=CC=CC=1.[F:17][C:18]([F:31])([F:30])[O:19][C:20]1[CH:25]=[CH:24][C:23]([S:26](Cl)(=[O:28])=[O:27])=[CH:22][CH:21]=1.C(OCC)(=O)C. (8) Reactant: CCN(C(C)C)C(C)C.[CH3:10][O:11][C:12]1[CH:13]=[CH:14][CH:15]=[C:16]2[C:21]=1[O:20][C:19](=[O:22])[C:18]([C:23]([OH:25])=O)=[CH:17]2.CN(C(ON1N=NC2C=CC=NC1=2)=[N+](C)C)C.F[P-](F)(F)(F)(F)F.[O:50]1[C:54]2[CH:55]=[CH:56][C:57]([C:59]3[CH:60]=[C:61]([NH2:65])[CH:62]=[CH:63][CH:64]=3)=[CH:58][C:53]=2[CH2:52][CH2:51]1. Product: [O:50]1[C:54]2[CH:55]=[CH:56][C:57]([C:59]3[CH:60]=[C:61]([NH:65][C:23]([C:18]4[C:19](=[O:22])[O:20][C:21]5[C:16]([CH:17]=4)=[CH:15][CH:14]=[CH:13][C:12]=5[O:11][CH3:10])=[O:25])[CH:62]=[CH:63][CH:64]=3)=[CH:58][C:53]=2[CH2:52][CH2:51]1. The catalyst class is: 3. (9) Reactant: [O:1]1[CH2:6][CH2:5][CH:4]([N:7]2[CH2:12][CH2:11][NH:10][CH2:9][CH2:8]2)[CH2:3][CH2:2]1.[O:13]=[C:14]1[N:20]([CH:21]2[CH2:26][CH2:25][N:24]([C:27]([O:29][C@@H:30]([C:42](O)=[O:43])[CH2:31][C:32]3[CH:37]=[C:36]([CH3:38])[C:35]([OH:39])=[C:34]([CH2:40][CH3:41])[CH:33]=3)=[O:28])[CH2:23][CH2:22]2)[CH2:19][CH2:18][C:17]2[CH:45]=[CH:46][CH:47]=[CH:48][C:16]=2[NH:15]1.CN(C(ON1N=NC2C=CC=CC1=2)=[N+](C)C)C.[B-](F)(F)(F)F.C(N(CC)CC)C. Product: [O:13]=[C:14]1[N:20]([CH:21]2[CH2:22][CH2:23][N:24]([C:27]([O:29][C@H:30]([CH2:31][C:32]3[CH:37]=[C:36]([CH3:38])[C:35]([OH:39])=[C:34]([CH2:40][CH3:41])[CH:33]=3)[C:42](=[O:43])[N:10]3[CH2:11][CH2:12][N:7]([CH:4]4[CH2:5][CH2:6][O:1][CH2:2][CH2:3]4)[CH2:8][CH2:9]3)=[O:28])[CH2:25][CH2:26]2)[CH2:19][CH2:18][C:17]2[CH:45]=[CH:46][CH:47]=[CH:48][C:16]=2[NH:15]1. The catalyst class is: 3.